From a dataset of Full USPTO retrosynthesis dataset with 1.9M reactions from patents (1976-2016). Predict the reactants needed to synthesize the given product. (1) Given the product [N:33]1[CH:34]=[CH:35][C:30]([C:28]2[CH2:27][C:26](=[O:42])[NH:19][C:9]3[CH:10]=[C:11]([C:15]([F:16])([F:17])[F:18])[C:12]([CH3:14])=[CH:13][C:8]=3[N:7]=2)=[CH:31][C:32]=1[C:36]1[CH:37]=[N:38][CH:39]=[CH:40][CH:41]=1, predict the reactants needed to synthesize it. The reactants are: C(OC(=O)[NH:7][C:8]1[CH:13]=[C:12]([CH3:14])[C:11]([C:15]([F:18])([F:17])[F:16])=[CH:10][C:9]=1[NH2:19])(C)(C)C.C(O[C:26](=[O:42])[CH2:27][C:28]([C:30]1[CH:35]=[CH:34][N:33]=[C:32]([C:36]2[CH:37]=[N:38][CH:39]=[CH:40][CH:41]=2)[CH:31]=1)=O)(C)(C)C. (2) Given the product [CH2:1]([N:3]1[C:8]2=[N:9][C:10]([NH:28][CH:29]3[CH2:34][CH2:33][CH:32]([OH:35])[CH2:31][CH2:30]3)=[N:11][CH:12]=[C:7]2[CH2:6][N:5]([C:16]2[CH:21]=[C:20]([O:22][CH3:23])[CH:19]=[C:18]([O:24][CH3:25])[C:17]=2[F:26])[C:4]1=[O:27])[CH3:2], predict the reactants needed to synthesize it. The reactants are: [CH2:1]([N:3]1[C:8]2=[N:9][C:10](S(C)=O)=[N:11][CH:12]=[C:7]2[CH2:6][N:5]([C:16]2[CH:21]=[C:20]([O:22][CH3:23])[CH:19]=[C:18]([O:24][CH3:25])[C:17]=2[F:26])[C:4]1=[O:27])[CH3:2].[NH2:28][C@H:29]1[CH2:34][CH2:33][C@H:32]([OH:35])[CH2:31][CH2:30]1. (3) Given the product [CH3:19][O:18][C:14]1[CH:13]=[C:12]2[C:17](=[CH:16][CH:15]=1)[N:9]([CH:4]([CH2:5][CH:6]([CH3:8])[CH3:7])[C:3]([OH:22])=[O:2])[C:10](=[O:21])[C:11]2=[O:20], predict the reactants needed to synthesize it. The reactants are: C[O:2][C:3](=[O:22])[CH:4]([N:9]1[C:17]2[C:12](=[CH:13][C:14]([O:18][CH3:19])=[CH:15][CH:16]=2)[C:11](=[O:20])[C:10]1=[O:21])[CH2:5][CH:6]([CH3:8])[CH3:7].O.[OH-].[Li+]. (4) Given the product [F:1][C:2]1[CH:3]=[C:4]([OH:11])[CH:6]=[CH:7][C:8]=1[S:9][CH3:10], predict the reactants needed to synthesize it. The reactants are: [F:1][C:2]1[CH:3]=[C:4]([CH:6]=[CH:7][C:8]=1[S:9][CH3:10])N.[OH:11]S(O)(=O)=O.N([O-])=O.[Na+]. (5) Given the product [C:32]([O:35][CH2:36][C:37]1[C:38]([C:6]2[CH:5]=[C:4]([NH:17][C:18]3[CH:23]=[CH:22][C:21]([N:24]4[CH2:25][CH2:26][N:27]([CH3:30])[CH2:28][CH2:29]4)=[CH:20][N:19]=3)[C:3](=[O:31])[N:2]([CH3:1])[CH:7]=2)=[CH:39][CH:40]=[CH:41][C:42]=1[N:43]1[CH2:54][CH2:53][N:52]2[C:45](=[CH:46][C:47]3[CH2:48][C:49]([CH3:56])([CH3:55])[CH2:50][C:51]=32)[C:44]1=[O:57])(=[O:34])[CH3:33], predict the reactants needed to synthesize it. The reactants are: [CH3:1][N:2]1[CH:7]=[C:6](B2OC(C)(C)C(C)(C)O2)[CH:5]=[C:4]([NH:17][C:18]2[CH:23]=[CH:22][C:21]([N:24]3[CH2:29][CH2:28][N:27]([CH3:30])[CH2:26][CH2:25]3)=[CH:20][N:19]=2)[C:3]1=[O:31].[C:32]([O:35][CH2:36][C:37]1[C:42]([N:43]2[CH2:54][CH2:53][N:52]3[C:45](=[CH:46][C:47]4[CH2:48][C:49]([CH3:56])([CH3:55])[CH2:50][C:51]=43)[C:44]2=[O:57])=[CH:41][CH:40]=[CH:39][C:38]=1Br)(=[O:34])[CH3:33].